Dataset: Forward reaction prediction with 1.9M reactions from USPTO patents (1976-2016). Task: Predict the product of the given reaction. Given the reactants [CH2:1]([Mg]Cl)[C:2]1[CH:7]=[CH:6][CH:5]=[CH:4][CH:3]=1.Br[C:11]1[CH:20]=[C:19]2[C:14]([C:15]([C:21]3[C:22]([C:30]4[CH:35]=[CH:34][CH:33]=[C:32]([CH3:36])[N:31]=4)=[N:23][N:24]4[CH:29]=[CH:28][CH:27]=[CH:26][C:25]=34)=[CH:16][CH:17]=[N:18]2)=[CH:13][CH:12]=1, predict the reaction product. The product is: [CH2:1]([C:11]1[CH:20]=[C:19]2[C:14]([C:15]([C:21]3[C:22]([C:30]4[CH:35]=[CH:34][CH:33]=[C:32]([CH3:36])[N:31]=4)=[N:23][N:24]4[CH:29]=[CH:28][CH:27]=[CH:26][C:25]=34)=[CH:16][CH:17]=[N:18]2)=[CH:13][CH:12]=1)[C:2]1[CH:7]=[CH:6][CH:5]=[CH:4][CH:3]=1.